This data is from Forward reaction prediction with 1.9M reactions from USPTO patents (1976-2016). The task is: Predict the product of the given reaction. (1) Given the reactants [CH3:1][C:2]1[C:3]([CH2:15][O:16][C:17]2[CH:22]=[CH:21][C:20]([C:23]3[C:27]([CH:28]=[O:29])=[C:26]([O:30][CH2:31][CH3:32])[N:25]([CH3:33])[N:24]=3)=[CH:19][C:18]=2[CH3:34])=[C:4]([N:8]2[C:12](=[O:13])[N:11]([CH3:14])[N:10]=[N:9]2)[CH:5]=[CH:6][CH:7]=1.[CH3:35]N(C)C=O.C(O)C#C.[H-].[Na+], predict the reaction product. The product is: [CH3:1][C:2]1[C:3]([CH2:15][O:16][C:17]2[CH:22]=[CH:21][C:20]([C:23]3[C:27]([CH:28]=[O:29])=[C:26]([O:30][CH2:31][C:32]#[CH:35])[N:25]([CH3:33])[N:24]=3)=[CH:19][C:18]=2[CH3:34])=[C:4]([N:8]2[C:12](=[O:13])[N:11]([CH3:14])[N:10]=[N:9]2)[CH:5]=[CH:6][CH:7]=1. (2) Given the reactants C(O[BH-](OC(=O)C)OC(=O)C)(=O)C.[Na+].[C:15]([O:19][C:20]([N:22]1[CH2:26][CH2:25][CH2:24][C@H:23]1[CH:27]=O)=[O:21])([CH3:18])([CH3:17])[CH3:16].[NH:29]1[CH2:33][CH2:32][CH2:31][CH2:30]1.C(O)(=O)C, predict the reaction product. The product is: [C:15]([O:19][C:20]([N:22]1[CH2:26][CH2:25][CH2:24][C@H:23]1[CH2:27][N:29]1[CH2:33][CH2:32][CH2:31][CH2:30]1)=[O:21])([CH3:18])([CH3:17])[CH3:16]. (3) The product is: [CH3:1][C@H:2]([NH:6][C:11](=[O:12])[C:10]1[CH:14]=[C:15]([O:21][CH3:22])[C:16]([O:17][CH2:18][C:19]#[CH:20])=[C:8]([F:7])[CH:9]=1)[CH:3]([CH3:5])[CH3:4]. Given the reactants [CH3:1][C@H:2]([NH2:6])[CH:3]([CH3:5])[CH3:4].[F:7][C:8]1[CH:9]=[C:10]([CH:14]=[C:15]([O:21][CH3:22])[C:16]=1[O:17][CH2:18][C:19]#[CH:20])[C:11](Cl)=[O:12], predict the reaction product. (4) Given the reactants [Cl:1][C:2]1[CH:3]=[C:4]([C@H:9]([OH:34])[C@@H:10]([CH3:33])[C:11]([NH:13][C@H:14]2[N:20]=[C:19]([C:21]3[CH:26]=[CH:25][CH:24]=[CH:23][CH:22]=3)[C:18]3[CH:27]=[CH:28][CH:29]=[CH:30][C:17]=3[N:16]([CH3:31])[C:15]2=[O:32])=[O:12])[CH:5]=[CH:6][C:7]=1[Cl:8].CC(OI1(OC(C)=O)(OC(C)=O)OC(=O)C2C=CC=CC1=2)=O, predict the reaction product. The product is: [Cl:1][C:2]1[CH:3]=[C:4]([C:9](=[O:34])[CH:10]([CH3:33])[C:11]([NH:13][C@H:14]2[N:20]=[C:19]([C:21]3[CH:26]=[CH:25][CH:24]=[CH:23][CH:22]=3)[C:18]3[CH:27]=[CH:28][CH:29]=[CH:30][C:17]=3[N:16]([CH3:31])[C:15]2=[O:32])=[O:12])[CH:5]=[CH:6][C:7]=1[Cl:8]. (5) Given the reactants Br[CH:2]([CH2:13][C:14]1[CH:19]=[CH:18][C:17]([N+:20]([O-:22])=[O:21])=[CH:16][CH:15]=1)[C:3]([C:5]1[CH:10]=[CH:9][C:8]([O:11][CH3:12])=[CH:7][CH:6]=1)=O.[NH2:23][C:24]([NH2:26])=[S:25].C([O-])(=O)C.[Na+], predict the reaction product. The product is: [CH3:12][O:11][C:8]1[CH:9]=[CH:10][C:5]([C:3]2[N:23]=[C:24]([NH2:26])[S:25][C:2]=2[CH2:13][C:14]2[CH:19]=[CH:18][C:17]([N+:20]([O-:22])=[O:21])=[CH:16][CH:15]=2)=[CH:6][CH:7]=1. (6) Given the reactants [OH-].[K+].C([O:5][C:6](=[O:48])/[CH:7]=[CH:8]/[C:9]1[O:10][C:11]([C:14]2[CH:19]=[CH:18][C:17]([C:20]([C:25]3[CH:30]=[CH:29][C:28]([CH2:31][CH2:32][CH:33]([O:38][Si](C(C)(C)C)(C)C)[C:34]([CH3:37])([CH3:36])[CH3:35])=[C:27]([CH3:46])[CH:26]=3)([CH2:23][CH3:24])[CH2:21][CH3:22])=[CH:16][C:15]=2[CH3:47])=[CH:12][CH:13]=1)C.[F-].C([N+](CCCC)(CCCC)CCCC)CCC.S(=O)(=O)(O)[O-].[K+], predict the reaction product. The product is: [CH2:21]([C:20]([C:17]1[CH:18]=[CH:19][C:14]([C:11]2[O:10][C:9](/[CH:8]=[CH:7]/[C:6]([OH:48])=[O:5])=[CH:13][CH:12]=2)=[C:15]([CH3:47])[CH:16]=1)([C:25]1[CH:30]=[CH:29][C:28]([CH2:31][CH2:32][CH:33]([OH:38])[C:34]([CH3:36])([CH3:37])[CH3:35])=[C:27]([CH3:46])[CH:26]=1)[CH2:23][CH3:24])[CH3:22].